Dataset: Forward reaction prediction with 1.9M reactions from USPTO patents (1976-2016). Task: Predict the product of the given reaction. (1) Given the reactants Br[C:2]1[CH:7]=[CH:6][C:5]([CH:8]([NH:10][C:11](=[O:17])[O:12][C:13]([CH3:16])([CH3:15])[CH3:14])[CH3:9])=[CH:4][CH:3]=1.[C:18]1(B(O)O)[CH:23]=[CH:22][CH:21]=[CH:20][CH:19]=1.FC1C=CC(CN[C:34](C2C(C(F)(F)F)=NC3C(C=2)=CC=CN=3)=[O:35])=CC=1, predict the reaction product. The product is: [CH3:34][O:35][C:18]1[CH:23]=[CH:22][C:21]([C:2]2[CH:7]=[CH:6][C:5]([CH:8]([NH:10][C:11](=[O:17])[O:12][C:13]([CH3:16])([CH3:15])[CH3:14])[CH3:9])=[CH:4][CH:3]=2)=[CH:20][CH:19]=1. (2) Given the reactants Br[C:2]1[CH:3]=[C:4]([CH:13]=[CH:14][CH:15]=1)[O:5][Si:6]([C:9]([CH3:12])([CH3:11])[CH3:10])([CH3:8])[CH3:7].[CH:16]1(B(O)O)[CH2:18][CH2:17]1.P([O-])([O-])([O-])=O.[K+].[K+].[K+].C1(P(C2CCCCC2)C2CCCCC2)CCCCC1, predict the reaction product. The product is: [C:9]([Si:6]([O:5][C:4]1[CH:13]=[CH:14][CH:15]=[C:2]([CH:16]2[CH2:18][CH2:17]2)[CH:3]=1)([CH3:8])[CH3:7])([CH3:12])([CH3:11])[CH3:10]. (3) Given the reactants [C:1]([O:5][C:6]([N:8]1[CH2:13][CH2:12][CH:11]([C:14]([OH:16])=O)[CH2:10][CH2:9]1)=[O:7])([CH3:4])([CH3:3])[CH3:2].[F:17][C:18]([F:36])([F:35])[C:19]1[CH:23]=[C:22]([C:24]([F:27])([F:26])[F:25])[N:21]([C:28]2[CH:34]=[CH:33][C:31]([NH2:32])=[CH:30][CH:29]=2)[N:20]=1.Cl.C1COCC1, predict the reaction product. The product is: [F:36][C:18]([F:17])([F:35])[C:19]1[CH:23]=[C:22]([C:24]([F:25])([F:26])[F:27])[N:21]([C:28]2[CH:29]=[CH:30][C:31]([NH:32][C:14]([CH:11]3[CH2:10][CH2:9][N:8]([C:6]([O:5][C:1]([CH3:2])([CH3:3])[CH3:4])=[O:7])[CH2:13][CH2:12]3)=[O:16])=[CH:33][CH:34]=2)[N:20]=1.